The task is: Predict which catalyst facilitates the given reaction.. This data is from Catalyst prediction with 721,799 reactions and 888 catalyst types from USPTO. (1) Reactant: [CH3:1][O:2][C:3]1[CH:20]=[CH:19][C:6]([CH2:7][N:8]2[C:12]([CH2:13][NH2:14])=[CH:11][C:10]([C:15]([F:18])([F:17])[F:16])=[N:9]2)=[CH:5][CH:4]=1.[CH3:21][C:22]([O:25][C:26](O[C:26]([O:25][C:22]([CH3:24])([CH3:23])[CH3:21])=[O:27])=[O:27])([CH3:24])[CH3:23].C(OCC)(=O)C.CCCCCC. Product: [CH3:1][O:2][C:3]1[CH:4]=[CH:5][C:6]([CH2:7][N:8]2[C:12]([CH2:13][NH:14][C:26](=[O:27])[O:25][C:22]([CH3:24])([CH3:23])[CH3:21])=[CH:11][C:10]([C:15]([F:16])([F:17])[F:18])=[N:9]2)=[CH:19][CH:20]=1. The catalyst class is: 2. (2) Reactant: [OH-].[Na+:2].[F:3][C:4]1[CH:9]=[CH:8][CH:7]=[CH:6][C:5]=1[C:10]1[CH:18]=[CH:17][C:13]([C:14]([OH:16])=[O:15])=[C:12]([NH:19][C:20]([C:22]2[CH:23]=[N:24][CH:25]=[C:26]([C:28]3[CH:33]=[CH:32][CH:31]=[CH:30][CH:29]=3)[CH:27]=2)=[O:21])[CH:11]=1. Product: [F:3][C:4]1[CH:9]=[CH:8][CH:7]=[CH:6][C:5]=1[C:10]1[CH:18]=[CH:17][C:13]([C:14]([O-:16])=[O:15])=[C:12]([NH:19][C:20]([C:22]2[CH:23]=[N:24][CH:25]=[C:26]([C:28]3[CH:33]=[CH:32][CH:31]=[CH:30][CH:29]=3)[CH:27]=2)=[O:21])[CH:11]=1.[Na+:2]. The catalyst class is: 8. (3) Reactant: [C:1]([O:11][CH3:12])(=[O:10])[C:2]1[NH:9][C:7](=[O:8])[NH:6][C:4](=[O:5])[CH:3]=1.II.[I:15](O)(=O)(=O)=O. Product: [CH3:12][O:11][C:1]([C:2]1[NH:9][C:7](=[O:8])[NH:6][C:4](=[O:5])[C:3]=1[I:15])=[O:10]. The catalyst class is: 5. (4) Reactant: C([O:3][C:4]([C:6]1[C:7]([N:14]([CH3:16])[NH2:15])=[N:8][C:9]([S:12][CH3:13])=[N:10][CH:11]=1)=O)C.[OH-].[K+]. Product: [CH3:16][N:14]1[C:7]2=[N:8][C:9]([S:12][CH3:13])=[N:10][CH:11]=[C:6]2[C:4](=[O:3])[NH:15]1. The catalyst class is: 15.